Dataset: Full USPTO retrosynthesis dataset with 1.9M reactions from patents (1976-2016). Task: Predict the reactants needed to synthesize the given product. Given the product [CH3:20][S:21]([O:1][CH2:2][C:3]1[CH:8]=[N:7][C:6]([C:9]#[N:10])=[CH:5][CH:4]=1)(=[O:23])=[O:22], predict the reactants needed to synthesize it. The reactants are: [OH:1][CH2:2][C:3]1[CH:4]=[CH:5][C:6]([C:9]#[N:10])=[N:7][CH:8]=1.C(N(C(C)C)CC)(C)C.[CH3:20][S:21](Cl)(=[O:23])=[O:22].